Dataset: NCI-60 drug combinations with 297,098 pairs across 59 cell lines. Task: Regression. Given two drug SMILES strings and cell line genomic features, predict the synergy score measuring deviation from expected non-interaction effect. (1) Drug 1: CC1=C(C(CCC1)(C)C)C=CC(=CC=CC(=CC(=O)O)C)C. Drug 2: C(=O)(N)NO. Cell line: 786-0. Synergy scores: CSS=-5.88, Synergy_ZIP=2.68, Synergy_Bliss=3.35, Synergy_Loewe=-2.41, Synergy_HSA=-2.43. (2) Drug 1: CN1C(=O)N2C=NC(=C2N=N1)C(=O)N. Drug 2: C#CCC(CC1=CN=C2C(=N1)C(=NC(=N2)N)N)C3=CC=C(C=C3)C(=O)NC(CCC(=O)O)C(=O)O. Cell line: IGROV1. Synergy scores: CSS=45.7, Synergy_ZIP=2.17, Synergy_Bliss=-1.56, Synergy_Loewe=-31.3, Synergy_HSA=-2.22. (3) Drug 1: CC1=CC=C(C=C1)C2=CC(=NN2C3=CC=C(C=C3)S(=O)(=O)N)C(F)(F)F. Drug 2: CCN(CC)CCCC(C)NC1=C2C=C(C=CC2=NC3=C1C=CC(=C3)Cl)OC. Cell line: HOP-92. Synergy scores: CSS=33.6, Synergy_ZIP=-9.68, Synergy_Bliss=-2.17, Synergy_Loewe=-15.5, Synergy_HSA=-0.762. (4) Drug 1: CN(C)C1=NC(=NC(=N1)N(C)C)N(C)C. Drug 2: CC1=C(C=C(C=C1)C(=O)NC2=CC(=CC(=C2)C(F)(F)F)N3C=C(N=C3)C)NC4=NC=CC(=N4)C5=CN=CC=C5. Cell line: OVCAR-5. Synergy scores: CSS=-2.43, Synergy_ZIP=0.973, Synergy_Bliss=3.22, Synergy_Loewe=-3.54, Synergy_HSA=-0.915. (5) Drug 1: C1=CC(=CC=C1CCCC(=O)O)N(CCCl)CCCl. Drug 2: CN1C(=O)N2C=NC(=C2N=N1)C(=O)N. Cell line: 786-0. Synergy scores: CSS=40.2, Synergy_ZIP=-2.47, Synergy_Bliss=-7.66, Synergy_Loewe=-5.06, Synergy_HSA=-7.01. (6) Synergy scores: CSS=16.4, Synergy_ZIP=0.900, Synergy_Bliss=4.85, Synergy_Loewe=2.18, Synergy_HSA=5.37. Cell line: MCF7. Drug 1: CN1CCC(CC1)COC2=C(C=C3C(=C2)N=CN=C3NC4=C(C=C(C=C4)Br)F)OC. Drug 2: C1=NNC2=C1C(=O)NC=N2. (7) Drug 1: C1CC(C1)(C(=O)O)C(=O)O.[NH2-].[NH2-].[Pt+2]. Drug 2: CS(=O)(=O)OCCCCOS(=O)(=O)C. Cell line: DU-145. Synergy scores: CSS=7.26, Synergy_ZIP=-4.66, Synergy_Bliss=-1.30, Synergy_Loewe=-8.21, Synergy_HSA=-2.68.